Dataset: Experimentally validated miRNA-target interactions with 360,000+ pairs, plus equal number of negative samples. Task: Binary Classification. Given a miRNA mature sequence and a target amino acid sequence, predict their likelihood of interaction. The miRNA is dme-miR-13a-3p with sequence UAUCACAGCCAUUUUGAUGAGU. The protein sequence of the target gene is MGDLPGLVRLSIALRIQPNDGPVFYKVDGQRFGQNRTIKLLTGSSYKVEVKIKPSTLQVENISIGGVLVPLELKSKEPDGDRVVYTGTYDTEGVTPTKSGERQPIQITMPFTDIGTFETVWQVKFYNYHKRDHCQWGSPFSVIEYECKPNETRSLMWVNKESFL. Result: 0 (no interaction).